Dataset: Reaction yield outcomes from USPTO patents with 853,638 reactions. Task: Predict the reaction yield, written as a fraction of the theoretical maximum amount of product (1.0 means a 100% yield; for example, 0.34 means a 34% yield). (1) The reactants are [Br:1][CH2:2][CH2:3][CH2:4][CH2:5][C:6](Cl)=[O:7].[CH3:9][O:10][C:11]1[CH:16]=[CH:15][C:14]([C:17]2[NH:21][N:20]=[C:19]([NH2:22])[CH:18]=2)=[CH:13][CH:12]=1.C(N(C(C)C)CC)(C)C. The catalyst is CC(N(C)C)=O. The product is [CH3:9][O:10][C:11]1[CH:12]=[CH:13][C:14]([C:17]2[NH:21][N:20]=[C:19]([NH:22][C:6](=[O:7])[CH2:5][CH2:4][CH2:3][CH2:2][Br:1])[CH:18]=2)=[CH:15][CH:16]=1. The yield is 0.850. (2) The reactants are [CH3:1][C:2]([CH3:32])([CH3:31])[C@@H:3]([NH:20]C(=O)OCC1C=CC=CC=1)[C:4]([N:6]1[CH2:11][CH2:10][CH:9]([N:12]2[CH2:17][CH2:16][N:15]([CH3:18])[CH2:14][C:13]2=[O:19])[CH2:8][CH2:7]1)=[O:5]. The catalyst is C(O)C.[C].[Pd]. The product is [NH2:20][C@H:3]([C:2]([CH3:32])([CH3:31])[CH3:1])[C:4]([N:6]1[CH2:11][CH2:10][CH:9]([N:12]2[CH2:17][CH2:16][N:15]([CH3:18])[CH2:14][C:13]2=[O:19])[CH2:8][CH2:7]1)=[O:5]. The yield is 0.910.